Dataset: Reaction yield outcomes from USPTO patents with 853,638 reactions. Task: Predict the reaction yield, written as a fraction of the theoretical maximum amount of product (1.0 means a 100% yield; for example, 0.34 means a 34% yield). (1) The reactants are [CH3:1][O:2][C:3]1[C:8]([O:9][CH3:10])=[C:7]([O:11][CH3:12])[CH:6]=[C:5]([CH3:13])[C:4]=1[CH:14]([C:16]1[C:17]([O:24][CH3:25])=[N:18][CH:19]=[C:20]([Cl:23])[C:21]=1[Cl:22])[OH:15]. The catalyst is C1(C)C=CC=CC=1.[O-2].[O-2].[Mn+4]. The product is [CH3:1][O:2][C:3]1[C:8]([O:9][CH3:10])=[C:7]([O:11][CH3:12])[CH:6]=[C:5]([CH3:13])[C:4]=1[C:14]([C:16]1[C:17]([O:24][CH3:25])=[N:18][CH:19]=[C:20]([Cl:23])[C:21]=1[Cl:22])=[O:15]. The yield is 0.650. (2) The reactants are [F:1][C:2]1[CH:7]=[CH:6][C:5]([C:8]2[C:16]3[C:11](=[CH:12][CH:13]=[C:14]([NH:17][C:18]([C:20]4([CH:25]([OH:27])[CH3:26])[CH2:24][CH2:23][NH:22][CH2:21]4)=[O:19])[CH:15]=3)[N:10]([C:28]([C:41]3[CH:46]=[CH:45][CH:44]=[CH:43][CH:42]=3)([C:35]3[CH:40]=[CH:39][CH:38]=[CH:37][CH:36]=3)[C:29]3[CH:34]=[CH:33][CH:32]=[CH:31][CH:30]=3)[N:9]=2)=[CH:4][CH:3]=1.Cl[CH2:48][C:49]([N:51]1[CH2:56][CH2:55][N:54]([C:57]2[CH:62]=[CH:61][C:60]([C:63]3[N:68]=[CH:67][CH:66]=[CH:65][N:64]=3)=[CH:59][N:58]=2)[CH2:53][CH:52]1[CH3:69])=[O:50]. The catalyst is CN(C=O)C. The product is [F:1][C:2]1[CH:3]=[CH:4][C:5]([C:8]2[C:16]3[C:11](=[CH:12][CH:13]=[C:14]([NH:17][C:18]([C:20]4([CH:25]([OH:27])[CH3:26])[CH2:24][CH2:23][N:22]([CH2:48][C:49]([N:51]5[CH2:56][CH2:55][N:54]([C:57]6[CH:62]=[CH:61][C:60]([C:63]7[N:64]=[CH:65][CH:66]=[CH:67][N:68]=7)=[CH:59][N:58]=6)[CH2:53][CH:52]5[CH3:69])=[O:50])[CH2:21]4)=[O:19])[CH:15]=3)[N:10]([C:28]([C:29]3[CH:34]=[CH:33][CH:32]=[CH:31][CH:30]=3)([C:35]3[CH:36]=[CH:37][CH:38]=[CH:39][CH:40]=3)[C:41]3[CH:42]=[CH:43][CH:44]=[CH:45][CH:46]=3)[N:9]=2)=[CH:6][CH:7]=1. The yield is 0.840. (3) The reactants are [Cl:1][C:2]1[CH:27]=[C:26]([Cl:28])[CH:25]=[CH:24][C:3]=1[CH2:4][O:5][C:6]1[C:11]([CH3:12])=[C:10]([O:13]COC)[CH:9]=[CH:8][C:7]=1/[CH:17]=[CH:18]/[C:19]([O:21][CH2:22][CH3:23])=[O:20].Cl.[OH-].[Na+]. The catalyst is CC(C)=O. The product is [Cl:1][C:2]1[CH:27]=[C:26]([Cl:28])[CH:25]=[CH:24][C:3]=1[CH2:4][O:5][C:6]1[C:11]([CH3:12])=[C:10]([OH:13])[CH:9]=[CH:8][C:7]=1/[CH:17]=[CH:18]/[C:19]([O:21][CH2:22][CH3:23])=[O:20]. The yield is 0.290. (4) The reactants are [C:1]([C:5]1[CH:10]=[C:9]([C:11]([F:14])([F:13])[F:12])[C:8]([N+:15]([O-])=O)=[CH:7][C:6]=1[O:18]CC1C=CC=CC=1)([CH3:4])([CH3:3])[CH3:2].C([O-])=O.[NH4+]. The catalyst is CCO.[Pd]. The product is [NH2:15][C:8]1[C:9]([C:11]([F:12])([F:13])[F:14])=[CH:10][C:5]([C:1]([CH3:2])([CH3:3])[CH3:4])=[C:6]([OH:18])[CH:7]=1. The yield is 0.520. (5) The reactants are [NH2:1][C:2]1[C:3]([C:12](=O)[CH2:13][CH3:14])=[CH:4][CH:5]=[C:6]2[C:11]=1[N:10]=[CH:9][CH:8]=[CH:7]2.[CH3:16][NH:17][S:18](Cl)(=[O:20])=[O:19].[BH4-].[Na+]. No catalyst specified. The product is [CH2:13]([CH:12]1[C:3]2[CH:4]=[CH:5][C:6]3[C:11](=[N:10][CH:9]=[CH:8][CH:7]=3)[C:2]=2[NH:1][S:18](=[O:20])(=[O:19])[N:17]1[CH3:16])[CH3:14]. The yield is 0.100. (6) The reactants are [CH3:1][I:2].[NH:3]1[C:12]2[C:7](=[CH:8][CH:9]=[CH:10][CH:11]=2)[CH2:6][NH:5][C:4]1=[S:13]. The catalyst is C(O)C. The product is [IH:2].[CH3:1][S:13][C:4]1[NH:5][CH2:6][C:7]2[C:12](=[CH:11][CH:10]=[CH:9][CH:8]=2)[N:3]=1. The yield is 0.680.